From a dataset of Forward reaction prediction with 1.9M reactions from USPTO patents (1976-2016). Predict the product of the given reaction. Given the reactants [Br:1][C:2]1[CH:3]=[C:4]([C:8]2([C:20]3[CH:25]=[CH:24][CH:23]=[C:22]([Br:26])[CH:21]=3)[CH2:11][N:10](P(=O)(OCC)OCC)[CH2:9]2)[CH:5]=[CH:6][CH:7]=1.C(O)(C(F)(F)F)=O, predict the reaction product. The product is: [Br:1][C:2]1[CH:3]=[C:4]([C:8]2([C:20]3[CH:25]=[CH:24][CH:23]=[C:22]([Br:26])[CH:21]=3)[CH2:9][NH:10][CH2:11]2)[CH:5]=[CH:6][CH:7]=1.